This data is from Full USPTO retrosynthesis dataset with 1.9M reactions from patents (1976-2016). The task is: Predict the reactants needed to synthesize the given product. (1) Given the product [OH:1][C:2]1[CH:7]=[C:6]([CH3:8])[N:5]([CH:9]([CH3:13])[C:10]([O:12][CH2:20][CH3:21])=[O:11])[C:4](=[O:14])[CH:3]=1, predict the reactants needed to synthesize it. The reactants are: [OH:1][C:2]1[CH:7]=[C:6]([CH3:8])[N:5]([CH:9]([CH3:13])[C:10]([OH:12])=[O:11])[C:4](=[O:14])[CH:3]=1.S(=O)(=O)(O)O.[CH2:20](O)[CH3:21]. (2) Given the product [Br:13][C:14]1[CH:19]=[CH:18][C:17]([N:1]2[CH2:6][CH2:5][CH:4]([N:7]3[CH2:12][CH2:11][O:10][CH2:9][CH2:8]3)[CH2:3][CH2:2]2)=[CH:16][CH:15]=1, predict the reactants needed to synthesize it. The reactants are: [NH:1]1[CH2:6][CH2:5][CH:4]([N:7]2[CH2:12][CH2:11][O:10][CH2:9][CH2:8]2)[CH2:3][CH2:2]1.[Br:13][C:14]1[CH:19]=[CH:18][C:17](B(O)O)=[CH:16][CH:15]=1.N1C=CC=CC=1.ClCCl. (3) Given the product [CH2:14]([O:13][C:10]1[CH:9]=[CH:8][N:7]=[C:6]([CH2:5][S:20][C:21]2[NH:25][C:24]3[CH:26]=[CH:27][CH:28]=[CH:29][C:23]=3[N:22]=2)[C:11]=1[CH3:12])[CH3:15], predict the reactants needed to synthesize it. The reactants are: C(O[CH2:5][C:6]1[C:11]([CH3:12])=[C:10]([O:13][CH2:14][CH3:15])[CH:9]=[CH:8][N:7]=1)(=O)C.S(Cl)(Cl)=O.[SH:20][C:21]1[NH:22][C:23]2[CH:29]=[CH:28][CH:27]=[CH:26][C:24]=2[N:25]=1.C[O-].[Na+]. (4) Given the product [Cl:21][C:18]1[CH:19]=[CH:20][C:15]([CH2:14][N:6]2[CH:7]=[C:2]([Br:1])[CH:3]=[C:4]([C:9]([O:11][CH3:12])=[O:10])[C:5]2=[O:8])=[CH:16][CH:17]=1, predict the reactants needed to synthesize it. The reactants are: [Br:1][C:2]1[CH:3]=[C:4]([C:9]([O:11][CH3:12])=[O:10])[C:5](=[O:8])[NH:6][CH:7]=1.Br[CH2:14][C:15]1[CH:20]=[CH:19][C:18]([Cl:21])=[CH:17][CH:16]=1. (5) Given the product [C:1]([O:5][C:6]([N:8]1[CH2:13][CH2:12][CH:11]([S:15][C:16]2[S:17][CH:18]=[CH:19][CH:20]=2)[CH2:10][CH2:9]1)=[O:7])([CH3:4])([CH3:3])[CH3:2], predict the reactants needed to synthesize it. The reactants are: [C:1]([O:5][C:6]([N:8]1[CH2:13][CH2:12][CH:11](O)[CH2:10][CH2:9]1)=[O:7])([CH3:4])([CH3:3])[CH3:2].[SH:15][C:16]1[S:17][CH:18]=[CH:19][CH:20]=1.